From a dataset of Catalyst prediction with 721,799 reactions and 888 catalyst types from USPTO. Predict which catalyst facilitates the given reaction. (1) Reactant: [C:1]([C:3]1([NH:6][C:7]([C@@H:9]2[CH2:13][C@@H:12]([S:14]([C:17]3[CH:22]=[CH:21][C:20]([F:23])=[CH:19][C:18]=3[Cl:24])(=[O:16])=[O:15])[CH2:11][C@H:10]2[CH2:25][OH:26])=[O:8])[CH2:5][CH2:4]1)#[N:2].[Cl:27][C:28]1[CH:33]=[CH:32][C:31](O)=[CH:30][N:29]=1.C1(P(C2C=CC=CC=2)C2C=CC=CC=2)C=CC=CC=1.C(OC(N=NC(OC(C)(C)C)=O)=O)(C)(C)C. Product: [C:1]([C:3]1([NH:6][C:7]([C@@H:9]2[CH2:13][C@@H:12]([S:14]([C:17]3[CH:22]=[CH:21][C:20]([F:23])=[CH:19][C:18]=3[Cl:24])(=[O:15])=[O:16])[CH2:11][C@H:10]2[CH2:25][O:26][C:31]2[CH:30]=[N:29][C:28]([Cl:27])=[CH:33][CH:32]=2)=[O:8])[CH2:5][CH2:4]1)#[N:2]. The catalyst class is: 489. (2) Reactant: [N:1]1[CH:6]=[CH:5][CH:4]=[C:3]([CH3:7])[C:2]=1[CH3:8].ClC1C=CC=C(C(OO)=[O:17])C=1. Product: [N+:1]1([O-:17])[CH:6]=[CH:5][CH:4]=[C:3]([CH3:7])[C:2]=1[CH3:8]. The catalyst class is: 22. (3) Reactant: [CH3:1][O:2][C:3]1[CH:12]=[C:11]2[C:6]([CH2:7][CH:8]([CH2:13][C:14]([F:17])([F:16])[F:15])[N:9]=[CH:10]2)=[CH:5][C:4]=1[O:18][CH2:19][CH2:20][CH2:21][O:22][CH3:23].CN([CH:27]=[C:28]([C:34](=[O:36])[CH3:35])[C:29]([O:31][CH2:32][CH3:33])=[O:30])C. Product: [CH3:1][O:2][C:3]1[C:4]([O:18][CH2:19][CH2:20][CH2:21][O:22][CH3:23])=[CH:5][C:6]2[CH2:7][CH:8]([CH2:13][C:14]([F:16])([F:17])[F:15])[N:9]3[CH:10]([CH2:35][C:34](=[O:36])[C:28]([C:29]([O:31][CH2:32][CH3:33])=[O:30])=[CH:27]3)[C:11]=2[CH:12]=1. The catalyst class is: 8.